Dataset: NCI-60 drug combinations with 297,098 pairs across 59 cell lines. Task: Regression. Given two drug SMILES strings and cell line genomic features, predict the synergy score measuring deviation from expected non-interaction effect. (1) Drug 1: COC1=C(C=C2C(=C1)N=CN=C2NC3=CC(=C(C=C3)F)Cl)OCCCN4CCOCC4. Drug 2: CCC1(C2=C(COC1=O)C(=O)N3CC4=CC5=C(C=CC(=C5CN(C)C)O)N=C4C3=C2)O.Cl. Cell line: 786-0. Synergy scores: CSS=35.9, Synergy_ZIP=-5.54, Synergy_Bliss=-2.74, Synergy_Loewe=-1.44, Synergy_HSA=0.560. (2) Drug 2: CC1=C(C(=O)C2=C(C1=O)N3CC4C(C3(C2COC(=O)N)OC)N4)N. Synergy scores: CSS=16.3, Synergy_ZIP=-7.13, Synergy_Bliss=-3.23, Synergy_Loewe=-19.0, Synergy_HSA=-4.87. Cell line: K-562. Drug 1: C1CCC(C1)C(CC#N)N2C=C(C=N2)C3=C4C=CNC4=NC=N3. (3) Drug 1: CC12CCC3C(C1CCC2=O)CC(=C)C4=CC(=O)C=CC34C. Drug 2: CN(C)N=NC1=C(NC=N1)C(=O)N. Cell line: UACC62. Synergy scores: CSS=34.0, Synergy_ZIP=4.99, Synergy_Bliss=2.42, Synergy_Loewe=2.52, Synergy_HSA=2.76. (4) Drug 1: CC(C1=C(C=CC(=C1Cl)F)Cl)OC2=C(N=CC(=C2)C3=CN(N=C3)C4CCNCC4)N. Drug 2: CC1=C(C=C(C=C1)NC(=O)C2=CC=C(C=C2)CN3CCN(CC3)C)NC4=NC=CC(=N4)C5=CN=CC=C5. Cell line: HS 578T. Synergy scores: CSS=-0.979, Synergy_ZIP=1.09, Synergy_Bliss=3.08, Synergy_Loewe=-3.46, Synergy_HSA=-2.41. (5) Drug 1: COC1=CC(=CC(=C1O)OC)C2C3C(COC3=O)C(C4=CC5=C(C=C24)OCO5)OC6C(C(C7C(O6)COC(O7)C8=CC=CS8)O)O. Drug 2: CCC(=C(C1=CC=CC=C1)C2=CC=C(C=C2)OCCN(C)C)C3=CC=CC=C3.C(C(=O)O)C(CC(=O)O)(C(=O)O)O. Cell line: HCT-15. Synergy scores: CSS=56.0, Synergy_ZIP=-0.244, Synergy_Bliss=1.92, Synergy_Loewe=-29.4, Synergy_HSA=2.21.